This data is from Forward reaction prediction with 1.9M reactions from USPTO patents (1976-2016). The task is: Predict the product of the given reaction. Given the reactants [Cl:1][C:2]1[CH:7]=[CH:6][C:5]([C:8]2[N:13]=[C:12]([S:14][CH3:15])[N:11]3[C:16](=[O:19])[NH:17][N:18]=[C:10]3[C:9]=2[C:20]2[CH:25]=[CH:24][CH:23]=[CH:22][CH:21]=2)=[CH:4][CH:3]=1.[F:26][C:27]([F:37])([F:36])[C:28]1[CH:35]=[CH:34][C:31]([CH2:32]Br)=[CH:30][CH:29]=1.C([O-])([O-])=O.[K+].[K+], predict the reaction product. The product is: [Cl:1][C:2]1[CH:3]=[CH:4][C:5]([C:8]2[N:13]=[C:12]([S:14][CH3:15])[N:11]3[C:16](=[O:19])[N:17]([CH2:32][C:31]4[CH:30]=[CH:29][C:28]([C:27]([F:26])([F:36])[F:37])=[CH:35][CH:34]=4)[N:18]=[C:10]3[C:9]=2[C:20]2[CH:21]=[CH:22][CH:23]=[CH:24][CH:25]=2)=[CH:6][CH:7]=1.